From a dataset of Forward reaction prediction with 1.9M reactions from USPTO patents (1976-2016). Predict the product of the given reaction. (1) Given the reactants Br[C:2]1[C:12]2[O:11][CH2:10][CH2:9][N:8]([C:13]([O:15][C:16]([CH3:19])([CH3:18])[CH3:17])=[O:14])[CH2:7][C:6]=2[CH:5]=[CH:4][CH:3]=1.[F:20][C:21]([F:33])([F:32])[O:22][C:23]1[CH:28]=[CH:27][CH:26]=[CH:25][C:24]=1B(O)O.O, predict the reaction product. The product is: [F:20][C:21]([F:32])([F:33])[O:22][C:23]1[CH:28]=[CH:27][CH:26]=[CH:25][C:24]=1[C:2]1[C:12]2[O:11][CH2:10][CH2:9][N:8]([C:13]([O:15][C:16]([CH3:19])([CH3:18])[CH3:17])=[O:14])[CH2:7][C:6]=2[CH:5]=[CH:4][CH:3]=1. (2) Given the reactants Cl[CH2:2][C:3]([NH:5][C:6]1[C:15]2[C:10](=[CH:11][CH:12]=[C:13]([CH3:16])[CH:14]=2)[N:9]=[C:8]([N:17]2[CH2:23][C:22]3[CH:24]=[CH:25][CH:26]=[CH:27][C:21]=3[S:20](=[O:29])(=[O:28])[CH2:19][CH2:18]2)[CH:7]=1)=[O:4].[N-:30]=[N+:31]=[N-:32].[Na+], predict the reaction product. The product is: [N:30]([CH2:2][C:3]([NH:5][C:6]1[C:15]2[C:10](=[CH:11][CH:12]=[C:13]([CH3:16])[CH:14]=2)[N:9]=[C:8]([N:17]2[CH2:23][C:22]3[CH:24]=[CH:25][CH:26]=[CH:27][C:21]=3[S:20](=[O:29])(=[O:28])[CH2:19][CH2:18]2)[CH:7]=1)=[O:4])=[N+:31]=[N-:32]. (3) The product is: [F:1][C:2]1[C:7]([F:8])=[CH:6][CH:5]=[CH:4][C:3]=1[CH2:9][O:10][C:12]1[CH:24]=[C:16]2[N:17]([CH3:23])[C:18]([CH3:22])([CH3:21])[CH2:19][CH2:20][N:15]2[C:14](=[O:25])[N:13]=1. Given the reactants [F:1][C:2]1[C:7]([F:8])=[CH:6][CH:5]=[CH:4][C:3]=1[CH2:9][OH:10].Cl[C:12]1[CH:24]=[C:16]2[N:17]([CH3:23])[C:18]([CH3:22])([CH3:21])[CH2:19][CH2:20][N:15]2[C:14](=[O:25])[N:13]=1, predict the reaction product. (4) Given the reactants [CH3:1][NH:2][C:3]1[CH:4]=[N:5][CH:6]=[CH:7][C:8]=1[C:9]1[CH:14]=[CH:13][CH:12]=[CH:11][C:10]=1[CH3:15].[Cl:16][C:17]1[CH:18]=[C:19]([CH:23]=[C:24]([F:26])[CH:25]=1)[C:20]([OH:22])=O, predict the reaction product. The product is: [Cl:16][C:17]1[CH:18]=[C:19]([CH:23]=[C:24]([F:26])[CH:25]=1)[C:20]([N:2]([CH3:1])[C:3]1[CH:4]=[N:5][CH:6]=[CH:7][C:8]=1[C:9]1[CH:14]=[CH:13][CH:12]=[CH:11][C:10]=1[CH3:15])=[O:22]. (5) Given the reactants [NH2:1][C:2]1[CH:3]=[C:4]([CH:13]=[C:14]([NH2:16])[CH:15]=1)[C:5]([NH:7][CH2:8][CH2:9][CH:10]([CH3:12])[CH3:11])=[O:6].[CH:17]1([C:22](Cl)=[O:23])[CH2:21][CH2:20][CH2:19][CH2:18]1.CN1[C:30](=[O:31])[CH2:29][CH2:28][CH2:27]1.[Li+].[Cl-].N1C=CC=[CH:36][CH:35]=1, predict the reaction product. The product is: [CH3:12][CH:10]([CH3:11])[CH2:9][CH2:8][NH:7][C:5](=[O:6])[C:4]1[CH:3]=[C:2]([NH:1][C:22]([CH:17]2[CH2:21][CH2:20][CH2:19][CH2:18]2)=[O:23])[CH:15]=[C:14]([NH:16][C:30]([CH:29]2[CH2:36][CH2:35][CH2:27][CH2:28]2)=[O:31])[CH:13]=1. (6) Given the reactants [Cl:1][C:2]1[CH:10]=[CH:9][C:5]([C:6](Cl)=[O:7])=[CH:4][C:3]=1[S:11]([Cl:14])(=[O:13])=[O:12].[ClH:15].[NH:16]1[CH2:19][CH2:18][CH2:17]1, predict the reaction product. The product is: [Cl:1][C:2]1[CH:10]=[CH:9][C:5]([C:6](=[O:7])[NH:16][CH2:17][CH2:18][CH2:19][Cl:15])=[CH:4][C:3]=1[S:11]([Cl:14])(=[O:13])=[O:12]. (7) Given the reactants [CH3:1][CH:2]([C:4]1[C:12]2[C:7](=[CH:8][CH:9]=[CH:10][CH:11]=2)[N:6]([C:13]2[N:17]=[C:16]([CH:18]3[CH2:23][CH2:22][N:21](C(OC(C)(C)C)=O)[CH2:20][CH2:19]3)[O:15][N:14]=2)[N:5]=1)[CH3:3].[ClH:31].O1CCOCC1, predict the reaction product. The product is: [ClH:31].[NH:21]1[CH2:20][CH2:19][CH:18]([C:16]2[O:15][N:14]=[C:13]([N:6]3[C:7]4[C:12](=[CH:11][CH:10]=[CH:9][CH:8]=4)[C:4]([CH:2]([CH3:3])[CH3:1])=[N:5]3)[N:17]=2)[CH2:23][CH2:22]1. (8) Given the reactants C(N(CC)CC)C.[F:8][C:9]1[N:14]=[C:13]([Sn](CCCC)(CCCC)CCCC)[CH:12]=[CH:11][CH:10]=1.Br[C:29]1[N:33]2[N:34]=[C:35]([N:38]3[CH2:42][CH2:41][CH2:40][CH:39]3[C:43]3[CH:48]=[C:47]([F:49])[CH:46]=[CH:45][C:44]=3[F:50])[CH:36]=[CH:37][C:32]2=[N:31][CH:30]=1, predict the reaction product. The product is: [F:50][C:44]1[CH:45]=[CH:46][C:47]([F:49])=[CH:48][C:43]=1[CH:39]1[CH2:40][CH2:41][CH2:42][N:38]1[C:35]1[CH:36]=[CH:37][C:32]2[N:33]([C:29]([C:13]3[CH:12]=[CH:11][CH:10]=[C:9]([F:8])[N:14]=3)=[CH:30][N:31]=2)[N:34]=1. (9) Given the reactants [OH:1][C:2]1[CH:9]=[CH:8][C:5]([C:6]#[N:7])=[CH:4][CH:3]=1.Br[CH2:11][CH2:12][CH2:13][OH:14].[OH-].[Na+], predict the reaction product. The product is: [OH:14][CH2:13][CH2:12][CH2:11][O:1][C:2]1[CH:9]=[CH:8][C:5]([C:6]#[N:7])=[CH:4][CH:3]=1.